Dataset: Reaction yield outcomes from USPTO patents with 853,638 reactions. Task: Predict the reaction yield, written as a fraction of the theoretical maximum amount of product (1.0 means a 100% yield; for example, 0.34 means a 34% yield). (1) The reactants are [C:1]1([S:7][CH2:8][CH2:9][CH2:10][CH2:11][CH2:12][C:13]([C:15]2[O:16][C:17]([C:20]3[CH:25]=[CH:24][CH:23]=[CH:22][N:21]=3)=[CH:18][N:19]=2)=[O:14])[CH:6]=[CH:5][CH:4]=[CH:3][CH:2]=1.C1C=C(Cl)C=C(C(OO)=[O:34])C=1. No catalyst specified. The product is [C:1]1([S:7]([CH2:8][CH2:9][CH2:10][CH2:11][CH2:12][C:13]([C:15]2[O:16][C:17]([C:20]3[CH:25]=[CH:24][CH:23]=[CH:22][N:21]=3)=[CH:18][N:19]=2)=[O:14])=[O:34])[CH:2]=[CH:3][CH:4]=[CH:5][CH:6]=1. The yield is 0.260. (2) The reactants are [CH3:1][N:2]1[C:6]([C:7]2[CH:8]=[C:9]([C:15]([O:17][CH3:18])=[O:16])[S:10][C:11]=2[CH2:12][CH2:13][CH3:14])=[CH:5][CH:4]=[N:3]1.[Br:19]N1C(=O)CCC1=O. The catalyst is O1CCCC1. The product is [Br:19][C:5]1[CH:4]=[N:3][N:2]([CH3:1])[C:6]=1[C:7]1[CH:8]=[C:9]([C:15]([O:17][CH3:18])=[O:16])[S:10][C:11]=1[CH2:12][CH2:13][CH3:14]. The yield is 0.500. (3) The reactants are [NH2:1][C:2]1[CH:7]=[C:6]([C:8]2[S:9][CH:10]=[CH:11][CH:12]=2)[CH:5]=[CH:4][C:3]=1[NH:13][C:14](=[O:20])[O:15][C:16]([CH3:19])([CH3:18])[CH3:17].[C:21](Cl)(=[O:25])[CH:22]([CH3:24])[CH3:23]. The catalyst is ClCCl.O. The product is [C:21]([NH:1][C:2]1[CH:7]=[C:6]([C:8]2[S:9][CH:10]=[CH:11][CH:12]=2)[CH:5]=[CH:4][C:3]=1[NH:13][C:14](=[O:20])[O:15][C:16]([CH3:17])([CH3:19])[CH3:18])(=[O:25])[CH:22]([CH3:24])[CH3:23]. The yield is 0.810. (4) The reactants are O[CH2:2][C:3]1[CH:12]=[N:11][C:10]2[N:9]3[CH2:13][CH2:14][S:15][CH2:16][C@H:8]3[C:7](=[O:17])[NH:6][C:5]=2[CH:4]=1.[I-].C(C[P+](C)(C)C)#N.Cl.[Cl:27][C:28]1[CH:29]=[C:30]([CH:36]=[CH:37][C:38]=1[N:39]1[CH2:44][CH2:43][NH:42][CH2:41][CH2:40]1)[C:31]([NH:33][CH2:34][CH3:35])=[O:32].CCN(C(C)C)C(C)C. The catalyst is C(#N)CC.CS(C)=O. The product is [Cl:27][C:28]1[CH:29]=[C:30]([CH:36]=[CH:37][C:38]=1[N:39]1[CH2:40][CH2:41][N:42]([CH2:2][C:3]2[CH:12]=[N:11][C:10]3[N:9]4[CH2:13][CH2:14][S:15][CH2:16][C@H:8]4[C:7](=[O:17])[NH:6][C:5]=3[CH:4]=2)[CH2:43][CH2:44]1)[C:31]([NH:33][CH2:34][CH3:35])=[O:32]. The yield is 0.260.